This data is from Catalyst prediction with 721,799 reactions and 888 catalyst types from USPTO. The task is: Predict which catalyst facilitates the given reaction. (1) Reactant: B(F)(F)F.CCOCC.[CH3:10][O:11][C:12]([C:14]1[CH:15]=[CH:16][CH:17]=[C:18]2[O:23][CH2:22][C:21](=O)[NH:20][C:19]=12)=[O:13].[BH4-].[Na+].Cl.C([O-])([O-])=O.[Na+].[Na+]. Product: [CH3:10][O:11][C:12]([C:14]1[CH:15]=[CH:16][CH:17]=[C:18]2[O:23][CH2:22][CH2:21][NH:20][C:19]=12)=[O:13]. The catalyst class is: 49. (2) Reactant: C([O-])=O.[NH4+:4].[CH2:5]([N:12]([CH2:17][C:18]([OH:20])=O)[CH2:13][C:14](O)=[O:15])[C:6]1[CH:11]=[CH:10][CH:9]=[CH:8][CH:7]=1.O.C(=O)([O-])O.[Na+]. Product: [CH2:5]([N:12]1[CH2:17][C:18](=[O:20])[NH:4][C:14](=[O:15])[CH2:13]1)[C:6]1[CH:11]=[CH:10][CH:9]=[CH:8][CH:7]=1. The catalyst class is: 42. (3) Reactant: Br[CH2:2][C:3]1[CH:8]=[CH:7][C:6]([C:9]([F:12])([F:11])[F:10])=[CH:5][CH:4]=1.[OH:13][C:14]1[CH:21]=[CH:20][C:17]([CH:18]=[O:19])=[CH:16][CH:15]=1.C([O-])([O-])=O.[K+].[K+]. The catalyst class is: 10. Product: [F:10][C:9]([F:12])([F:11])[C:6]1[CH:7]=[CH:8][C:3]([CH2:2][O:13][C:14]2[CH:21]=[CH:20][C:17]([CH:18]=[O:19])=[CH:16][CH:15]=2)=[CH:4][CH:5]=1. (4) Reactant: [CH3:1][S:2][CH2:3][C:4]1[CH:5]=[CH:6][CH:7]=[C:8]2[C:12]=1[NH:11][CH:10]=[C:9]2[CH:13]([C:18]1[CH:23]=[CH:22][C:21]([C:24]([F:27])([F:26])[F:25])=[CH:20][CH:19]=1)[CH2:14][CH2:15][C:16]#[N:17].ClC1C=CC=C(C(OO)=[O:36])C=1. Product: [CH3:1][S:2]([CH2:3][C:4]1[CH:5]=[CH:6][CH:7]=[C:8]2[C:12]=1[NH:11][CH:10]=[C:9]2[CH:13]([C:18]1[CH:19]=[CH:20][C:21]([C:24]([F:26])([F:27])[F:25])=[CH:22][CH:23]=1)[CH2:14][CH2:15][C:16]#[N:17])=[O:36]. The catalyst class is: 4. (5) Reactant: [F:1][C:2]1[CH:7]=[CH:6][C:5]([C:8]2[O:9][C:10]3[CH:20]=[C:19]([O:21][CH2:22][C:23]([F:26])([F:25])[F:24])[C:18]([C:27]4[CH:28]=[C:29]([CH:37]=[CH:38][CH:39]=4)[C:30]([O:32]C(C)(C)C)=[O:31])=[CH:17][C:11]=3[C:12]=2[C:13](=[O:16])[NH:14][CH3:15])=[CH:4][CH:3]=1.C(O)(C(F)(F)F)=O. Product: [F:1][C:2]1[CH:3]=[CH:4][C:5]([C:8]2[O:9][C:10]3[CH:20]=[C:19]([O:21][CH2:22][C:23]([F:25])([F:26])[F:24])[C:18]([C:27]4[CH:28]=[C:29]([CH:37]=[CH:38][CH:39]=4)[C:30]([OH:32])=[O:31])=[CH:17][C:11]=3[C:12]=2[C:13](=[O:16])[NH:14][CH3:15])=[CH:6][CH:7]=1. The catalyst class is: 2. (6) Reactant: [CH3:1][Si:2]([CH3:27])([CH3:26])[C:3]1[S:4][C:5]([C:8]23[CH2:15][N:14]([C:16]([O:18][CH2:19][C:20]4[CH:25]=[CH:24][CH:23]=[CH:22][CH:21]=4)=[O:17])[CH2:13][C@@H:12]2[CH2:11][O:10][NH:9]3)=[CH:6][N:7]=1.[C:28]([N:36]=[C:37]=[S:38])(=[O:35])[C:29]1[CH:34]=[CH:33][CH:32]=[CH:31][CH:30]=1. Product: [C:28]([NH:36][C:37]([N:9]1[C:8]2([C:5]3[S:4][C:3]([Si:2]([CH3:27])([CH3:26])[CH3:1])=[N:7][CH:6]=3)[CH2:15][N:14]([C:16]([O:18][CH2:19][C:20]3[CH:25]=[CH:24][CH:23]=[CH:22][CH:21]=3)=[O:17])[CH2:13][CH:12]2[CH2:11][O:10]1)=[S:38])(=[O:35])[C:29]1[CH:34]=[CH:33][CH:32]=[CH:31][CH:30]=1. The catalyst class is: 1. (7) Reactant: [CH3:1][O:2][C:3]1[N:8]=[CH:7][C:6]([CH2:9][C:10]2[N:15]=[C:14]([C:16]#[N:17])[CH:13]=[CH:12][CH:11]=2)=[CH:5][CH:4]=1.COC1N=[CH:24][C:23]([CH2:26][C:27]2[CH:32]=[CH:31][CH:30]=[CH:29][N+:28]=2[O-])=CC=1.C[Si](C#N)(C)C.C(Cl)(=O)N. Product: [CH3:1][O:2][C:3]1[N:8]=[CH:7][C:6]([CH2:9][C:10]2[N:15]=[C:14]([C:16]3[N:28]=[CH:29][C:30]4[CH2:24][CH2:23][CH2:26][CH2:27][CH2:32][C:31]=4[N:17]=3)[CH:13]=[CH:12][CH:11]=2)=[CH:5][CH:4]=1. The catalyst class is: 4. (8) Reactant: [C:1]([O:5][C:6]([N:8]1[CH2:13][CH2:12][N:11]([CH2:14][C:15]2[C:23]([O:24][CH3:25])=[CH:22][CH:21]=[C:20]3[C:16]=2[CH:17]=[C:18]([C:35]([O:37]CC)=[O:36])[N:19]3[S:26]([C:29]2[CH:34]=[CH:33][CH:32]=[CH:31][CH:30]=2)(=[O:28])=[O:27])[CH2:10][CH2:9]1)=[O:7])([CH3:4])([CH3:3])[CH3:2].[OH-].[Li+:41].O. Product: [C:1]([O:5][C:6]([N:8]1[CH2:13][CH2:12][N:11]([CH2:14][C:15]2[C:23]([O:24][CH3:25])=[CH:22][CH:21]=[C:20]3[C:16]=2[CH:17]=[C:18]([C:35]([O-:37])=[O:36])[N:19]3[S:26]([C:29]2[CH:34]=[CH:33][CH:32]=[CH:31][CH:30]=2)(=[O:27])=[O:28])[CH2:10][CH2:9]1)=[O:7])([CH3:4])([CH3:2])[CH3:3].[Li+:41]. The catalyst class is: 1. (9) Reactant: N1[N:5]2[C:6](=[O:14])[C:7]3[N:8]([N:11]=[CH:12][CH:13]=3)C(=O)[C:4]2=[CH:3][CH:2]=1.NC1C=C[C:19]([C:22]([F:25])([F:24])[F:23])=[CH:18][N:17]=1.Cl. Product: [F:23][C:22]([F:25])([F:24])[C:19]1[CH:2]=[CH:3][C:4]([NH:5][C:6]([C:7]2[CH:13]=[CH:12][NH:11][N:8]=2)=[O:14])=[N:17][CH:18]=1. The catalyst class is: 241.